Dataset: Peptide-MHC class II binding affinity with 134,281 pairs from IEDB. Task: Regression. Given a peptide amino acid sequence and an MHC pseudo amino acid sequence, predict their binding affinity value. This is MHC class II binding data. (1) The peptide sequence is SMQKTIPLVALTLTS. The MHC is HLA-DQA10303-DQB10402 with pseudo-sequence HLA-DQA10303-DQB10402. The binding affinity (normalized) is 0.187. (2) The peptide sequence is KLQAAVMETDREN. The MHC is HLA-DPA10201-DPB10101 with pseudo-sequence HLA-DPA10201-DPB10101. The binding affinity (normalized) is 0.435. (3) The peptide sequence is AAKPAAAATATATAA. The MHC is DRB4_0101 with pseudo-sequence DRB4_0103. The binding affinity (normalized) is 0. (4) The peptide sequence is ENEYATGAVRPFQAA. The MHC is DRB1_1302 with pseudo-sequence DRB1_1302. The binding affinity (normalized) is 0.155. (5) The peptide sequence is TKDTNDNNLYKLHGG. The MHC is DRB1_0101 with pseudo-sequence DRB1_0101. The binding affinity (normalized) is 0.0113.